Predict the product of the given reaction. From a dataset of Forward reaction prediction with 1.9M reactions from USPTO patents (1976-2016). Given the reactants [Br:1][C:2]1[CH:7]=[CH:6][C:5]([CH:8]([OH:29])[CH2:9][CH2:10][N:11]2[CH2:16][CH2:15][CH:14]([C:17]3[CH:18]=[C:19]([NH:23][C:24](=[O:28])[CH:25]([CH3:27])[CH3:26])[CH:20]=[CH:21][CH:22]=3)[CH2:13][CH2:12]2)=[CH:4][CH:3]=1.[F:30][C:31]1[CH:36]=[CH:35][C:34](O)=[CH:33][CH:32]=1, predict the reaction product. The product is: [Br:1][C:2]1[CH:3]=[CH:4][C:5]([CH:8]([O:29][C:34]2[CH:35]=[CH:36][C:31]([F:30])=[CH:32][CH:33]=2)[CH2:9][CH2:10][N:11]2[CH2:16][CH2:15][CH:14]([C:17]3[CH:18]=[C:19]([NH:23][C:24](=[O:28])[CH:25]([CH3:26])[CH3:27])[CH:20]=[CH:21][CH:22]=3)[CH2:13][CH2:12]2)=[CH:6][CH:7]=1.